Regression/Classification. Given a drug SMILES string, predict its absorption, distribution, metabolism, or excretion properties. Task type varies by dataset: regression for continuous measurements (e.g., permeability, clearance, half-life) or binary classification for categorical outcomes (e.g., BBB penetration, CYP inhibition). Dataset: b3db_classification. From a dataset of Blood-brain barrier permeability classification from the B3DB database. (1) The molecule is CCS(=O)(=O)C(C)(C)S(=O)(=O)CC. The result is 1 (penetrates BBB). (2) The molecule is CO[C@H]1[C@@H](OC(N)=O)[C@H](O)[C@@H](Oc2ccc3c(O)c(NC(=O)c4ccc(O)c(CC=C(C)C)c4)c(=O)oc3c2C)OC1(C)C. The result is 0 (does not penetrate BBB). (3) The drug is CC1(C)CCN(C(=O)Cc2ccc(Cl)c(Cl)c2)[C@@H](CN2CCCC2)C1. The result is 1 (penetrates BBB). (4) The molecule is CC(=O)C1CCC2C3CC(C)C4=CC(=O)C=CC4(C)C3C(O)CC12C. The result is 1 (penetrates BBB). (5) The molecule is CC(C)(C)C(=O)SCC(=O)[C@@]1(O)CC[C@H]2[C@@H]3CCC4=CC(=O)CC[C@]4(C)[C@H]3[C@@H](O)C[C@@]21C. The result is 1 (penetrates BBB). (6) The compound is CNCC[C@@H](Oc1cccc2ccccc12)c1cccs1. The result is 1 (penetrates BBB). (7) The result is 0 (does not penetrate BBB). The drug is N#CCC(C1CCCC1)n1cc(-c2ncnc3[nH]ccc23)cn1. (8) The compound is CC[C@H]1OC(=O)[C@H](C)C(=O)[C@H](C)[C@@H](O[C@@H]2O[C@H](C)C[C@H](N(C)C)[C@H]2O)[C@](C)(OC)C[C@@H](C)C(=O)[C@H](C)[C@H]2N(CCCCn3cnc(-c4cccnc4)c3)C(=O)O[C@]12C. The result is 0 (does not penetrate BBB). (9) The drug is CCC(NC(C)C)C(O)c1ccc(O)c(O)c1. The result is 0 (does not penetrate BBB). (10) The molecule is N#CC(=C\c1ccc(O)cc1)/C(C#N)=C/c1ccc(O)cc1. The result is 0 (does not penetrate BBB).